This data is from Forward reaction prediction with 1.9M reactions from USPTO patents (1976-2016). The task is: Predict the product of the given reaction. (1) Given the reactants [CH3:1][CH:2]1[CH2:7][NH:6][CH2:5][CH2:4][NH:3]1.C1C=CC(P([C:21]2[CH:30]=[CH:29][C:28]3[C:23](=[CH:24][CH:25]=[CH:26][CH:27]=3)[C:22]=2[C:29]2[C:28]3[C:23](=[CH:24][CH:25]=[CH:26][CH:27]=3)[CH:22]=[CH:21][C:30]=2P(C2C=CC=CC=2)C2C=CC=CC=2)C2C=CC=CC=2)=CC=1.C(=O)([O-])[O-].[Cs+].[Cs+].FC(F)(F)S([O-])(=O)=O, predict the reaction product. The product is: [C:27]1([N:6]2[CH2:5][CH2:4][NH:3][CH:2]([CH3:1])[CH2:7]2)[C:28]2[C:23](=[CH:22][CH:21]=[CH:30][CH:29]=2)[CH:24]=[CH:25][CH:26]=1. (2) Given the reactants [Br:1][C:2]1[CH:7]=[CH:6][C:5]([C:8]([CH3:12])([CH3:11])[C:9]#N)=[C:4]([F:13])[CH:3]=1.CC(C[AlH]CC(C)C)C.Cl.C(=O)(O)[O-:25].[Na+], predict the reaction product. The product is: [Br:1][C:2]1[CH:7]=[CH:6][C:5]([C:8]([CH3:12])([CH3:11])[CH:9]=[O:25])=[C:4]([F:13])[CH:3]=1. (3) Given the reactants [Cl:1][C:2]1[S:6][C:5]([C:7](=[O:17])[CH2:8][C:9]2[CH:14]=[CH:13][N:12]=[C:11]([S:15][CH3:16])[N:10]=2)=[CH:4][CH:3]=1.CO[CH:20](OC)[N:21]([CH3:23])[CH3:22], predict the reaction product. The product is: [CH3:20][N:21]([CH3:23])[CH:22]=[C:8]([C:9]1[CH:14]=[CH:13][N:12]=[C:11]([S:15][CH3:16])[N:10]=1)[C:7]([C:5]1[S:6][C:2]([Cl:1])=[CH:3][CH:4]=1)=[O:17]. (4) Given the reactants [C:1]([CH:5]1[CH2:10][CH2:9][CH:8]([NH:11][S:12]([C:15]2[CH:28]=[CH:27][C:26]3[C:25](=[O:29])[C:24]4[C:19](=[CH:20][C:21]([S:30]([NH:33][CH:34]5[CH2:39][CH2:38][CH:37]([C:40]([CH3:43])([CH3:42])[CH3:41])[CH2:36][CH2:35]5)(=[O:32])=[O:31])=[CH:22][CH:23]=4)[C:18](=[O:44])[C:17]=3[CH:16]=2)(=[O:14])=[O:13])[CH2:7][CH2:6]1)([CH3:4])([CH3:3])[CH3:2].[H-].[Na+].Cl.Cl[CH2:49][CH2:50][CH2:51][N:52]([CH3:54])[CH3:53].[OH-].[Na+], predict the reaction product. The product is: [C:1]([CH:5]1[CH2:10][CH2:9][CH:8]([N:11]([CH2:49][CH2:50][CH2:51][N:52]([CH3:54])[CH3:53])[S:12]([C:15]2[CH:28]=[CH:27][C:26]3[C:25](=[O:29])[C:24]4[C:19](=[CH:20][C:21]([S:30]([N:33]([CH:34]5[CH2:35][CH2:36][CH:37]([C:40]([CH3:43])([CH3:42])[CH3:41])[CH2:38][CH2:39]5)[CH2:49][CH2:50][CH2:51][N:52]([CH3:54])[CH3:53])(=[O:31])=[O:32])=[CH:22][CH:23]=4)[C:18](=[O:44])[C:17]=3[CH:16]=2)(=[O:13])=[O:14])[CH2:7][CH2:6]1)([CH3:4])([CH3:3])[CH3:2]. (5) Given the reactants [H-].[Na+].[Cl:3][C:4]1[CH:9]=[C:8]([S:10]([CH3:13])(=[O:12])=[O:11])[CH:7]=[CH:6][C:5]=1[S:14][C:15]1[CH:25]=[C:24]([F:26])[CH:23]=[CH:22][C:16]=1[O:17][CH2:18][C:19]([OH:21])=[O:20].ClC1C=C(S(C)(=O)=O)C=CC=1SC1C=C(F)C=CC=1O.COC(=O)CBr.[OH-].[Na+].Cl, predict the reaction product. The product is: [Cl:3][C:4]1[CH:9]=[C:8]([S:10]([CH3:13])(=[O:11])=[O:12])[CH:7]=[CH:6][C:5]=1[S:14][C:15]1[CH:25]=[C:24]([F:26])[CH:23]=[CH:22][C:16]=1[O:17][CH2:18][C:19]([OH:21])=[O:20].